Dataset: Forward reaction prediction with 1.9M reactions from USPTO patents (1976-2016). Task: Predict the product of the given reaction. (1) Given the reactants [C:1]([Si:3]([CH3:6])([CH3:5])[CH3:4])#[CH:2].Br[C:8]1[CH:17]=[CH:16][C:11]([C:12]([O:14][CH3:15])=[O:13])=[CH:10][CH:9]=1, predict the reaction product. The product is: [CH3:4][Si:3]([C:1]#[C:2][C:8]1[CH:17]=[CH:16][C:11]([C:12]([O:14][CH3:15])=[O:13])=[CH:10][CH:9]=1)([CH3:6])[CH3:5]. (2) Given the reactants Br[C:2]1[C:3]([CH2:9][O:10][Si:11]([C:14]([CH3:17])([CH3:16])[CH3:15])([CH3:13])[CH3:12])=[C:4]([CH:6]=[CH:7][CH:8]=1)[NH2:5].[C:18]([C:22]1[CH:30]=[CH:29][C:25]([C:26](Cl)=[O:27])=[CH:24][CH:23]=1)([CH3:21])([CH3:20])[CH3:19].[B:31]1([B:31]2[O:35][C:34]([CH3:37])([CH3:36])[C:33]([CH3:39])([CH3:38])[O:32]2)[O:35][C:34]([CH3:37])([CH3:36])[C:33]([CH3:39])([CH3:38])[O:32]1.C([O-])(=O)C.[K+], predict the reaction product. The product is: [C:18]([C:22]1[CH:30]=[CH:29][C:25]([C:26]([NH:5][C:4]2[CH:6]=[CH:7][CH:8]=[C:2]([B:31]3[O:35][C:34]([CH3:37])([CH3:36])[C:33]([CH3:39])([CH3:38])[O:32]3)[C:3]=2[CH2:9][O:10][Si:11]([C:14]([CH3:17])([CH3:16])[CH3:15])([CH3:13])[CH3:12])=[O:27])=[CH:24][CH:23]=1)([CH3:21])([CH3:20])[CH3:19].